Dataset: Full USPTO retrosynthesis dataset with 1.9M reactions from patents (1976-2016). Task: Predict the reactants needed to synthesize the given product. (1) Given the product [C:1]([N:5]1[CH2:10][CH2:9][CH:8]([NH2:15])[CH2:7][CH2:6]1)([CH3:4])([CH3:3])[CH3:2], predict the reactants needed to synthesize it. The reactants are: [C:1]([N:5]1[CH2:10][CH2:9][C:8](=O)[CH2:7][CH2:6]1)([CH3:4])([CH3:3])[CH3:2].C([O-])=O.[NH4+:15]. (2) Given the product [S:8]1[C:12]2[CH:13]=[CH:14][CH:15]=[CH:16][C:11]=2[N:10]=[C:9]1[S:17]([N:20]1[CH2:25][CH2:24][N:23]([C:45](=[O:46])[CH2:44][N:41]2[CH:42]=[CH:43][C:38]([NH:37][C:35]([O:34][CH2:27][C:28]3[CH:29]=[CH:30][CH:31]=[CH:32][CH:33]=3)=[O:36])=[N:39][C:40]2=[O:48])[CH2:22][C:21]1=[O:26])(=[O:19])=[O:18], predict the reactants needed to synthesize it. The reactants are: FC(F)(F)C(O)=O.[S:8]1[C:12]2[CH:13]=[CH:14][CH:15]=[CH:16][C:11]=2[N:10]=[C:9]1[S:17]([N:20]1[CH2:25][CH2:24][NH:23][CH2:22][C:21]1=[O:26])(=[O:19])=[O:18].[CH2:27]([O:34][C:35]([NH:37][C:38]1[CH:43]=[CH:42][N:41]([CH2:44][C:45](O)=[O:46])[C:40](=[O:48])[N:39]=1)=[O:36])[C:28]1[CH:33]=[CH:32][CH:31]=[CH:30][CH:29]=1. (3) Given the product [CH3:32][S:33]([C:36]1[CH:41]=[CH:40][CH:39]=[CH:38][C:37]=1[S:42]([N:14]1[CH2:13][CH2:12][CH:11]([N:10]2[C:5]3[CH:6]=[N:7][CH:8]=[CH:9][C:4]=3[N:3]([CH2:17][C:18]([OH:20])=[O:19])[C:2]2=[O:1])[CH2:16][CH2:15]1)(=[O:44])=[O:43])(=[O:35])=[O:34], predict the reactants needed to synthesize it. The reactants are: [O:1]=[C:2]1[N:10]([CH:11]2[CH2:16][CH2:15][NH:14][CH2:13][CH2:12]2)[C:5]2[CH:6]=[N:7][CH:8]=[CH:9][C:4]=2[N:3]1[CH2:17][C:18]([O:20]CC)=[O:19].CCN(C(C)C)C(C)C.[CH3:32][S:33]([C:36]1[CH:41]=[CH:40][CH:39]=[CH:38][C:37]=1[S:42](Cl)(=[O:44])=[O:43])(=[O:35])=[O:34].[OH-].[Li+]. (4) Given the product [CH:33]1([NH:32][C:28]2[N:27]=[CH:26][N:25]=[C:24]3[C:29]=2[N:30]=[CH:31][N:23]3[CH:13]2[O:12][C@H:11]([CH2:10][OH:9])[C:15]([CH3:16])([OH:17])[C@:14]2([F:22])[CH3:21])[CH2:34][CH2:35]1, predict the reactants needed to synthesize it. The reactants are: C([O:9][CH2:10][C@@H:11]1[C:15]([O:17]C(=O)C)([CH3:16])[C@:14]([F:22])([CH3:21])[CH:13]([N:23]2[CH:31]=[N:30][C:29]3[C:24]2=[N:25][CH:26]=[N:27][C:28]=3[NH:32][CH:33]2[CH2:35][CH2:34]2)[O:12]1)(=O)C1C=CC=CC=1. (5) Given the product [NH2:10][CH2:11][CH2:12][CH2:13][CH2:14][C:15]1[CH:20]=[CH:19][C:18]([O:21][CH2:22][C:23]([N:24]([CH3:25])[CH3:26])=[O:27])=[CH:17][CH:16]=1, predict the reactants needed to synthesize it. The reactants are: C(OC(=O)[NH:10][CH2:11][CH2:12][CH2:13][CH2:14][C:15]1[CH:20]=[CH:19][C:18]([O:21][CH2:22][C:23](=[O:27])[N:24]([CH3:26])[CH3:25])=[CH:17][CH:16]=1)C1C=CC=CC=1. (6) Given the product [I:23][C:24]1[N:25]=[CH:26][N:27]([C:2]2[N:3]=[C:4]([C:12]3[CH:17]=[CH:16][C:15]([C:18]([F:21])([F:20])[F:19])=[C:14]([CH3:22])[CH:13]=3)[CH:5]=[C:6]([C:8]([F:11])([F:10])[F:9])[N:7]=2)[CH:28]=1, predict the reactants needed to synthesize it. The reactants are: Cl[C:2]1[N:7]=[C:6]([C:8]([F:11])([F:10])[F:9])[CH:5]=[C:4]([C:12]2[CH:17]=[CH:16][C:15]([C:18]([F:21])([F:20])[F:19])=[C:14]([CH3:22])[CH:13]=2)[N:3]=1.[I:23][C:24]1[N:25]=[CH:26][NH:27][CH:28]=1. (7) Given the product [N:40]([CH:17]1[C:16]2[C:11](=[CH:12][CH:13]=[CH:14][CH:15]=2)[O:10][CH2:9][CH:8]1[CH2:1][C:2]1[CH:7]=[CH:6][CH:5]=[CH:4][CH:3]=1)=[N+:41]=[N-:42], predict the reactants needed to synthesize it. The reactants are: [CH2:1]([CH:8]1[CH:17](O)[C:16]2[C:11](=[CH:12][CH:13]=[CH:14][CH:15]=2)[O:10][CH2:9]1)[C:2]1[CH:7]=[CH:6][CH:5]=[CH:4][CH:3]=1.C1(C)C=CC=CC=1.C1(P([N:40]=[N+:41]=[N-:42])(C2C=CC=CC=2)=O)C=CC=CC=1.N12CCCN=C1CCCCC2.